This data is from Peptide-MHC class I binding affinity with 185,985 pairs from IEDB/IMGT. The task is: Regression. Given a peptide amino acid sequence and an MHC pseudo amino acid sequence, predict their binding affinity value. This is MHC class I binding data. (1) The peptide sequence is GVEVRYIDI. The MHC is HLA-A02:03 with pseudo-sequence HLA-A02:03. The binding affinity (normalized) is 0.00915. (2) The peptide sequence is KETLYRIDG. The MHC is HLA-B45:01 with pseudo-sequence HLA-B45:01. The binding affinity (normalized) is 0.0679.